This data is from Forward reaction prediction with 1.9M reactions from USPTO patents (1976-2016). The task is: Predict the product of the given reaction. (1) Given the reactants O(C(C)(C)C)[K].[CH2:7]([OH:10])[CH2:8][OH:9].Br[C:12]1[CH:13]=[N:14][CH:15]=[N:16][CH:17]=1, predict the reaction product. The product is: [N:14]1[CH:13]=[C:12]([O:9][CH2:8][CH2:7][OH:10])[CH:17]=[N:16][CH:15]=1. (2) The product is: [F:1][C:2]1[CH:7]=[CH:6][C:5]([F:8])=[CH:4][C:3]=1[CH:9]([S:20]([C:23]1[CH:24]=[CH:25][C:26]([CH3:29])=[CH:27][CH:28]=1)(=[O:21])=[O:22])[C:10]1[C:11]([CH3:19])=[CH:12][C:13]([C:16]([NH:30][CH2:31][CH2:32][OH:33])=[O:18])=[N:14][CH:15]=1. Given the reactants [F:1][C:2]1[CH:7]=[CH:6][C:5]([F:8])=[CH:4][C:3]=1[CH:9]([S:20]([C:23]1[CH:28]=[CH:27][C:26]([CH3:29])=[CH:25][CH:24]=1)(=[O:22])=[O:21])[C:10]1[C:11]([CH3:19])=[CH:12][C:13]([C:16]([OH:18])=O)=[N:14][CH:15]=1.[NH2:30][CH2:31][CH2:32][OH:33].Cl.C(N=C=NCCCN(C)C)C.ON1C2C=CC=CC=2N=N1.C(N(CC)CC)C, predict the reaction product. (3) Given the reactants [NH2:1][CH2:2][CH2:3][S:4]([OH:7])(=[O:6])=[O:5].[C:8]([C@H:12]1[CH2:17][CH2:16][C@H:15]([O:18][C:19]2[C:20]([C:31]([F:34])([F:33])[F:32])=[C:21]3[C:26](=[CH:27][CH:28]=2)[CH:25]=[C:24]([CH:29]=O)[CH:23]=[CH:22]3)[CH2:14][CH2:13]1)([CH3:11])([CH3:10])[CH3:9].C(O)C.C([BH3-])#N.[Na+], predict the reaction product. The product is: [C:8]([C@H:12]1[CH2:17][CH2:16][C@H:15]([O:18][C:19]2[C:20]([C:31]([F:32])([F:33])[F:34])=[C:21]3[C:26](=[CH:27][CH:28]=2)[CH:25]=[C:24]([CH2:29][NH:1][CH2:2][CH2:3][S:4]([OH:7])(=[O:6])=[O:5])[CH:23]=[CH:22]3)[CH2:14][CH2:13]1)([CH3:11])([CH3:9])[CH3:10].